From a dataset of Reaction yield outcomes from USPTO patents with 853,638 reactions. Predict the reaction yield, written as a fraction of the theoretical maximum amount of product (1.0 means a 100% yield; for example, 0.34 means a 34% yield). (1) The reactants are [CH3:1][O:2][C:3]1[C:8]([N+:9]([O-])=O)=[CH:7][CH:6]=[C:5]([S:12]([CH3:15])(=[O:14])=[O:13])[N:4]=1.[H][H]. The catalyst is CCOC(C)=O.CCO.[Pd]. The product is [CH3:1][O:2][C:3]1[C:8]([NH2:9])=[CH:7][CH:6]=[C:5]([S:12]([CH3:15])(=[O:14])=[O:13])[N:4]=1. The yield is 0.970. (2) The reactants are [C:1]1([N:7]2[CH:12]=[CH:11][C:10]([CH2:13][CH2:14][CH2:15][C:16]3[N:17]=[N:18][NH:19][CH:20]=3)=[C:9]([OH:21])[C:8]2=O)[CH:6]=[CH:5][CH:4]=[CH:3][CH:2]=1.P12(SP3(SP(SP(S3)(S1)=S)(=S)S2)=S)=[S:24].[Al].C(Cl)Cl. The catalyst is CO. The product is [C:1]1([N:7]2[CH:12]=[CH:11][C:10]([CH2:13][CH2:14][CH2:15][C:16]3[N:17]=[N:18][NH:19][CH:20]=3)=[C:9]([OH:21])[C:8]2=[S:24])[CH:6]=[CH:5][CH:4]=[CH:3][CH:2]=1. The yield is 0.600. (3) The reactants are [CH3:1][N:2]([CH3:20])[C:3]1[C:12]2[C:7](=[CH:8][CH:9]=[CH:10][CH:11]=2)[C:6]([N:13]2[C:17]([CH3:18])=[CH:16][N:15]=[C:14]2[SH:19])=[CH:5][CH:4]=1.C(=O)([O-])[O-].[K+].[K+].Cl[CH2:28][C:29]([NH:31][C:32]1[C:33]([Cl:38])=[N:34][CH:35]=[CH:36][CH:37]=1)=[O:30]. The catalyst is CN(C=O)C. The product is [Cl:38][C:33]1[C:32]([NH:31][C:29](=[O:30])[CH2:28][S:19][C:14]2[N:13]([C:6]3[C:7]4[C:12](=[CH:11][CH:10]=[CH:9][CH:8]=4)[C:3]([N:2]([CH3:1])[CH3:20])=[CH:4][CH:5]=3)[C:17]([CH3:18])=[CH:16][N:15]=2)=[CH:37][CH:36]=[CH:35][N:34]=1. The yield is 0.860. (4) The reactants are [S-:1][C:2]#[N:3].[NH4+].Cl.[CH3:6][O:7][C:8]([C:10]1[CH:11]=[C:12]2[C:17](=[CH:18][CH:19]=1)[CH2:16][NH:15][CH2:14][CH2:13]2)=[O:9].C1COCC1. The catalyst is CCOC(C)=O. The product is [NH2:3][C:2]([N:15]1[CH2:14][CH2:13][C:12]2[C:17](=[CH:18][CH:19]=[C:10]([C:8]([O:7][CH3:6])=[O:9])[CH:11]=2)[CH2:16]1)=[S:1]. The yield is 0.470. (5) The reactants are [Cl-].O[NH3+:3].[C:4](=[O:7])([O-])[OH:5].[Na+].CS(C)=O.[OH:13][C:14]([CH3:54])([CH3:53])[CH2:15][O:16][C@H:17]1[CH2:22][CH2:21][C@H:20]([N:23]2[C:28](=[O:29])[C:27]([CH2:30][C:31]3[CH:36]=[CH:35][C:34]([C:37]4[C:38]([C:43]#[N:44])=[CH:39][CH:40]=[CH:41][CH:42]=4)=[C:33]([O:45][CH3:46])[CH:32]=3)=[C:26]([CH2:47][CH2:48][CH3:49])[N:25]3[N:50]=[CH:51][CH:52]=[C:24]23)[CH2:19][CH2:18]1. The catalyst is C(OCC)(=O)C. The product is [OH:13][C:14]([CH3:53])([CH3:54])[CH2:15][O:16][C@H:17]1[CH2:18][CH2:19][C@H:20]([N:23]2[C:28](=[O:29])[C:27]([CH2:30][C:31]3[CH:36]=[CH:35][C:34]([C:37]4[CH:42]=[CH:41][CH:40]=[CH:39][C:38]=4[C:43]4[NH:3][C:4](=[O:7])[O:5][N:44]=4)=[C:33]([O:45][CH3:46])[CH:32]=3)=[C:26]([CH2:47][CH2:48][CH3:49])[N:25]3[N:50]=[CH:51][CH:52]=[C:24]23)[CH2:21][CH2:22]1. The yield is 0.620. (6) The reactants are [O:1]([C:8]1[CH:9]=[C:10]([N:14]([CH2:22][C:23]2[CH:24]=[C:25]([CH:30]=[CH:31][CH:32]=2)[C:26](OC)=[O:27])[CH2:15][CH:16]([OH:21])[C:17]([F:20])([F:19])[F:18])[CH:11]=[CH:12][CH:13]=1)[C:2]1[CH:7]=[CH:6][CH:5]=[CH:4][CH:3]=1.[H-].[Al+3].[Li+].[H-].[H-].[H-].C1COCC1. The catalyst is ClCCl.C(OCC)(=O)C. The product is [O:1]([C:8]1[CH:9]=[C:10]([N:14]([CH2:22][C:23]2[CH:24]=[C:25]([CH2:26][OH:27])[CH:30]=[CH:31][CH:32]=2)[CH2:15][CH:16]([OH:21])[C:17]([F:18])([F:19])[F:20])[CH:11]=[CH:12][CH:13]=1)[C:2]1[CH:7]=[CH:6][CH:5]=[CH:4][CH:3]=1. The yield is 0.540. (7) The reactants are [CH3:1][C:2]1[C:6]([C:7]2[C:16]3[O:15][CH2:14][C@H:13]([C:17]4[CH:22]=[CH:21][CH:20]=[CH:19][N:18]=4)[N:12]4C(C=C)=[N:24][C:10]([C:11]=34)=[CH:9][CH:8]=2)=[C:5]([CH3:27])[O:4][N:3]=1.S([O-])([O-])=[O:29].[Na+].[Na+].[C:34]([OH:38])([CH3:37])([CH3:36])C. The catalyst is O. The product is [CH3:1][C:2]1[C:6]([C:7]2[C:16]3[O:15][CH2:14][C@H:13]([C:17]4[CH:22]=[CH:21][CH:20]=[CH:19][N:18]=4)[N:12]4[C:36]([C@@H:34]([OH:38])[CH2:37][OH:29])=[N:24][C:10]([C:11]=34)=[CH:9][CH:8]=2)=[C:5]([CH3:27])[O:4][N:3]=1. The yield is 0.500. (8) The reactants are C([O:3][C:4](=[O:23])[CH:5]=[CH:6][C:7]1[C:8]([C:17]#[C:18][Si](C)(C)C)=[N:9][C:10]([C:13]([F:16])([F:15])[F:14])=[CH:11][CH:12]=1)C.[OH-].[Na+]. The catalyst is C1COCC1.CO.O. The product is [C:17]([C:8]1[C:7]([CH:6]=[CH:5][C:4]([OH:23])=[O:3])=[CH:12][CH:11]=[C:10]([C:13]([F:16])([F:14])[F:15])[N:9]=1)#[CH:18]. The yield is 0.990.